Dataset: Cav3 T-type calcium channel HTS with 100,875 compounds. Task: Binary Classification. Given a drug SMILES string, predict its activity (active/inactive) in a high-throughput screening assay against a specified biological target. (1) The molecule is S(=O)(=O)(c1c(N)cc(cc1)C(OC)=O)c1ccccc1. The result is 0 (inactive). (2) The compound is S(c1n(\c([nH]n1)=C1\C(=O)C=CC=C1)CC)CC(=O)Nc1c(cccc1)C. The result is 0 (inactive).